This data is from Catalyst prediction with 721,799 reactions and 888 catalyst types from USPTO. The task is: Predict which catalyst facilitates the given reaction. (1) Reactant: C[O:2][C:3](=O)[C:4]1[CH:9]=[CH:8][C:7]([CH2:10][N:11]2[CH:16]=[CH:15][C:14]([O:17][CH2:18][C:19]3[CH:24]=[CH:23][C:22]([F:25])=[CH:21][C:20]=3[F:26])=[C:13]([Cl:27])[C:12]2=[O:28])=[CH:6][CH:5]=1.[NH3:30]. Product: [Cl:27][C:13]1[C:12](=[O:28])[N:11]([CH2:10][C:7]2[CH:8]=[CH:9][C:4]([C:3]([NH2:30])=[O:2])=[CH:5][CH:6]=2)[CH:16]=[CH:15][C:14]=1[O:17][CH2:18][C:19]1[CH:24]=[CH:23][C:22]([F:25])=[CH:21][C:20]=1[F:26]. The catalyst class is: 5. (2) Product: [C:1]([O:5][C:6]([NH:8][C@H:9]1[CH2:14][C@@H:13]([CH2:15][O:16][Si:32]([C:35]([CH3:38])([CH3:37])[CH3:36])([CH3:34])[CH3:33])[CH2:12][N:11]([C:17]([O:19][CH2:20][C:21]2[CH:22]=[CH:23][CH:24]=[CH:25][CH:26]=2)=[O:18])[CH2:10]1)=[O:7])([CH3:4])([CH3:2])[CH3:3]. Reactant: [C:1]([O:5][C:6]([NH:8][C@H:9]1[CH2:14][C@@H:13]([CH2:15][OH:16])[CH2:12][N:11]([C:17]([O:19][CH2:20][C:21]2[CH:26]=[CH:25][CH:24]=[CH:23][CH:22]=2)=[O:18])[CH2:10]1)=[O:7])([CH3:4])([CH3:3])[CH3:2].N1C=CN=C1.[Si:32](Cl)([C:35]([CH3:38])([CH3:37])[CH3:36])([CH3:34])[CH3:33].CN(C1C=CC=CN=1)C. The catalyst class is: 4. (3) Reactant: [OH-].[Na+].[C:3]1([OH:9])[CH:8]=[CH:7][CH:6]=[CH:5][CH:4]=1.[CH2:10]([O:17][C:18]1[CH:19]=[C:20]2[C:25](=[CH:26][CH:27]=1)[N:24]=[C:23](Cl)[CH:22]=[CH:21]2)[C:11]1[CH:16]=[CH:15][CH:14]=[CH:13][CH:12]=1.C([N+](CCCC)(CCCC)CCCC)CCC. Product: [CH2:10]([O:17][C:18]1[CH:19]=[C:20]2[C:25](=[CH:26][CH:27]=1)[N:24]=[C:23]([O:9][C:3]1[CH:8]=[CH:7][CH:6]=[CH:5][CH:4]=1)[CH:22]=[CH:21]2)[C:11]1[CH:16]=[CH:15][CH:14]=[CH:13][CH:12]=1. The catalyst class is: 226. (4) Reactant: Cl[C:2]1[C:11]([CH:12]=[O:13])=[CH:10][C:9]2[CH:8]=[C:7]3[O:14][CH2:15][O:16][C:6]3=[CH:5][C:4]=2[N:3]=1.[CH3:17][NH2:18]. Product: [CH3:17][NH:18][C:2]1[C:11]([CH:12]=[O:13])=[CH:10][C:9]2[CH:8]=[C:7]3[O:14][CH2:15][O:16][C:6]3=[CH:5][C:4]=2[N:3]=1. The catalyst class is: 12. (5) Product: [F:16][C:9]1[C:3]([CH2:4][O:5][C:6](=[O:8])[CH3:7])=[C:2]([NH:17][C:18]2[CH:23]=[CH:22][CH:21]=[CH:20][CH:19]=2)[C:12]([N+:13]([O-:15])=[O:14])=[CH:11][CH:10]=1. The catalyst class is: 58. Reactant: F[C:2]1[C:12]([N+:13]([O-:15])=[O:14])=[CH:11][CH:10]=[C:9]([F:16])[C:3]=1[CH2:4][O:5][C:6](=[O:8])[CH3:7].[NH2:17][C:18]1[CH:23]=[CH:22][CH:21]=[CH:20][CH:19]=1. (6) Reactant: [C:1](Cl)(=O)[C:2]([Cl:4])=[O:3].[C:7]([C:11]1C(C(O)=O)=[CH:15][N:14]=[C:13]([CH3:20])[N:12]=1)([CH3:10])([CH3:9])[CH3:8]. The catalyst class is: 59. Product: [C:7]([C:11]1[C:1]([C:2]([Cl:4])=[O:3])=[CH:15][N:14]=[C:13]([CH3:20])[N:12]=1)([CH3:10])([CH3:9])[CH3:8].